Dataset: Catalyst prediction with 721,799 reactions and 888 catalyst types from USPTO. Task: Predict which catalyst facilitates the given reaction. Reactant: [K].C(OC([N:9]1[CH2:14][CH2:13][N:12]([CH2:15][C:16]2[CH:21]=[CH:20][C:19]([C:22](=[O:36])/[CH:23]=[CH:24]/[C:25]3[CH:26]=[N:27][C:28](/[CH:31]=[CH:32]/[C:33]([OH:35])=O)=[CH:29][CH:30]=3)=[CH:18][CH:17]=2)[CH2:11][CH2:10]1)=O)(C)(C)C.C1C=CC2[N:45]([OH:46])N=NC=2C=1.C(Cl)CCl.NOC1CCCCO1. Product: [OH:46][NH:45][C:33](=[O:35])/[CH:32]=[CH:31]/[C:28]1[CH:29]=[CH:30][C:25](/[CH:24]=[CH:23]/[C:22](=[O:36])[C:19]2[CH:20]=[CH:21][C:16]([CH2:15][N:12]3[CH2:13][CH2:14][NH:9][CH2:10][CH2:11]3)=[CH:17][CH:18]=2)=[CH:26][N:27]=1. The catalyst class is: 85.